Dataset: Reaction yield outcomes from USPTO patents with 853,638 reactions. Task: Predict the reaction yield, written as a fraction of the theoretical maximum amount of product (1.0 means a 100% yield; for example, 0.34 means a 34% yield). (1) The reactants are Br[C:2]1[CH:7]=[CH:6][CH:5]=[CH:4][C:3]=1[N+:8]([O-:10])=[O:9].[NH:11]1[CH2:16][CH2:15][NH:14][CH2:13][CH2:12]1. No catalyst specified. The product is [N+:8]([C:3]1[CH:4]=[CH:5][CH:6]=[CH:7][C:2]=1[N:11]1[CH2:16][CH2:15][NH:14][CH2:13][CH2:12]1)([O-:10])=[O:9]. The yield is 0.920. (2) The reactants are [NH2:1][C:2]1[C:7]([CH3:8])=[C:6]([C:9]2[CH:14]=[CH:13][C:12]([CH:15]=O)=[C:11]([F:17])[CH:10]=2)[N:5]=[C:4]([C:18]([O:20][CH3:21])=[O:19])[C:3]=1[Cl:22].[C:23](=O)([O-])[O-].[K+].[K+].COP(C(=[N+]=[N-])C(=O)C)(=O)OC. The catalyst is CO. The product is [NH2:1][C:2]1[C:7]([CH3:8])=[C:6]([C:9]2[CH:14]=[CH:13][C:12]([C:15]#[CH:23])=[C:11]([F:17])[CH:10]=2)[N:5]=[C:4]([C:18]([O:20][CH3:21])=[O:19])[C:3]=1[Cl:22]. The yield is 0.690. (3) The reactants are [CH:1]1([N:4]2[C:8]([CH:9]=O)=[CH:7][N:6]=[C:5]2[C:11]2[CH:16]=[C:15]([Cl:17])[N:14]=[C:13]([Cl:18])[CH:12]=2)[CH2:3][CH2:2]1.C([C:21](CC)(CC)[CH:22](P(O)(O)=O)[C:23]([O-:25])=[O:24])C.[CH2:34]1CCN2C(=NCCC2)C[CH2:35]1. The catalyst is C(#N)C.O. The product is [CH2:34]([O:25][C:23](=[O:24])[C:22]([CH3:21])=[CH:9][C:8]1[N:4]([CH:1]2[CH2:3][CH2:2]2)[C:5]([C:11]2[CH:16]=[C:15]([Cl:17])[N:14]=[C:13]([Cl:18])[CH:12]=2)=[N:6][CH:7]=1)[CH3:35]. The yield is 0.860. (4) The reactants are [Si:1]([O:8][C:9]1[CH:14]=[CH:13][C:12]([C:15]2([CH2:21][NH2:22])[CH2:20][CH2:19][O:18][CH2:17][CH2:16]2)=[CH:11][CH:10]=1)([C:4]([CH3:7])([CH3:6])[CH3:5])([CH3:3])[CH3:2].Br[C:24]1[CH:29]=[CH:28][CH:27]=[CH:26][N:25]=1.CC(C)([O-])C.[Na+]. The catalyst is C1(C)C=CC=CC=1.C1C=CC(/C=C/C(/C=C/C2C=CC=CC=2)=O)=CC=1.C1C=CC(/C=C/C(/C=C/C2C=CC=CC=2)=O)=CC=1.C1C=CC(/C=C/C(/C=C/C2C=CC=CC=2)=O)=CC=1.[Pd].[Pd]. The product is [Si:1]([O:8][C:9]1[CH:14]=[CH:13][C:12]([C:15]2([CH2:21][NH:22][C:24]3[CH:29]=[CH:28][CH:27]=[CH:26][N:25]=3)[CH2:16][CH2:17][O:18][CH2:19][CH2:20]2)=[CH:11][CH:10]=1)([C:4]([CH3:7])([CH3:6])[CH3:5])([CH3:3])[CH3:2]. The yield is 0.460. (5) The reactants are [Cl:1][C:2]1[CH:11]=[CH:10][C:9]([NH2:12])=[C:8]2[C:3]=1[CH:4]=[CH:5][CH:6]=[N:7]2.[N+:13]([C:16]1[CH:21]=[CH:20][CH:19]=[CH:18][C:17]=1[S:22](Cl)(=[O:24])=[O:23])([O-:15])=[O:14].N1C=CC=CC=1. The catalyst is C(Cl)Cl. The product is [Cl:1][C:2]1[CH:11]=[CH:10][C:9]([NH:12][S:22]([C:17]2[CH:18]=[CH:19][CH:20]=[CH:21][C:16]=2[N+:13]([O-:15])=[O:14])(=[O:23])=[O:24])=[C:8]2[C:3]=1[CH:4]=[CH:5][CH:6]=[N:7]2. The yield is 0.790.